Dataset: Full USPTO retrosynthesis dataset with 1.9M reactions from patents (1976-2016). Task: Predict the reactants needed to synthesize the given product. Given the product [C:28]([NH:27][C@H:23]1[CH2:25][CH2:26][N:21]([C:9]2[CH:8]=[CH:7][C:3]([C:4]([NH2:6])=[O:5])=[C:2]([NH:20][CH2:19][CH2:18][N:15]3[CH2:16][CH2:17][O:12][CH2:13][CH2:14]3)[N:10]=2)[CH2:22]1)(=[O:34])[CH:35]=[CH2:36], predict the reactants needed to synthesize it. The reactants are: Cl[C:2]1[N:10]=[C:9](Cl)[CH:8]=[CH:7][C:3]=1[C:4]([NH2:6])=[O:5].[O:12]1[CH2:17][CH2:16][N:15]([CH2:18][CH2:19][NH2:20])[CH2:14][CH2:13]1.[NH:21]1[CH2:26][CH2:25]C[C@@H:23]([NH:27][C:28](=[O:34])OC(C)(C)C)[CH2:22]1.[C:35](O)(=O)[CH:36]=C.